Dataset: Kir2.1 potassium channel HTS with 301,493 compounds. Task: Binary Classification. Given a drug SMILES string, predict its activity (active/inactive) in a high-throughput screening assay against a specified biological target. (1) The compound is O1C(C(OC)C(O)C(O)C1Oc1cc(c(cc1)c1ccc(Oc2ccccc2)cc1)C(=O)NCc1ccccc1)(C)C. The result is 0 (inactive). (2) The drug is Clc1cc(CN2CC3C4(N(C(C3)c3c(nn(c3)CC)C)CCC4)C2=O)ccc1. The result is 0 (inactive).